This data is from Forward reaction prediction with 1.9M reactions from USPTO patents (1976-2016). The task is: Predict the product of the given reaction. Given the reactants [CH3:1][C:2]1[CH:7]=[CH:6][N:5]=[CH:4][C:3]=1[N:8]1[CH2:12][CH2:11][NH:10][C:9]1=[O:13].Br[C:15]1[CH:16]=[C:17]2[C:21](=[CH:22][CH:23]=1)[N:20]([CH2:24][O:25][CH2:26][CH2:27][Si:28]([CH3:31])([CH3:30])[CH3:29])[N:19]=[CH:18]2.N[C@@H]1CCCC[C@H]1N.C(=O)([O-])[O-].[K+].[K+], predict the reaction product. The product is: [CH3:1][C:2]1[CH:7]=[CH:6][N:5]=[CH:4][C:3]=1[N:8]1[CH2:12][CH2:11][N:10]([C:15]2[CH:16]=[C:17]3[C:21](=[CH:22][CH:23]=2)[N:20]([CH2:24][O:25][CH2:26][CH2:27][Si:28]([CH3:31])([CH3:30])[CH3:29])[N:19]=[CH:18]3)[C:9]1=[O:13].